From a dataset of Catalyst prediction with 721,799 reactions and 888 catalyst types from USPTO. Predict which catalyst facilitates the given reaction. (1) Reactant: [H-].[Na+].[C:3](#[N:7])[CH2:4][C:5]#[N:6].[C:8]1([CH2:14][C:15](Cl)=[O:16])[CH:13]=[CH:12][CH:11]=[CH:10][CH:9]=1.O. Product: [OH:16][C:15](=[C:4]([C:3]#[N:7])[C:5]#[N:6])[CH2:14][C:8]1[CH:13]=[CH:12][CH:11]=[CH:10][CH:9]=1. The catalyst class is: 7. (2) Reactant: [C:1]([O:5][C:6]([N:8]1[CH2:12][C@H:11]([O:13][C:14]2[C:23]3[C:18](=[CH:19][C:20]([O:24][CH3:25])=[CH:21][CH:22]=3)[N:17]=[C:16]([C:26]3[N:27]=[C:28]([NH:31][CH:32]([CH3:34])[CH3:33])[S:29][CH:30]=3)[CH:15]=2)[CH2:10][C@H:9]1[C:35](=[O:67])[NH:36][C@:37]1([C:42]([NH:44][S:45]([C:48]2[CH:53]=[CH:52][CH:51]=[CH:50][C:49]=2[NH:54][C:55](=[O:66])[CH2:56][CH2:57][CH2:58][CH2:59][CH2:60][CH2:61][C:62]([O:64]C)=[O:63])(=[O:47])=[O:46])=[O:43])[CH2:39][C@H:38]1[CH:40]=[CH2:41])=[O:7])([CH3:4])([CH3:3])[CH3:2].[Li+].[OH-]. Product: [C:1]([O:5][C:6]([N:8]1[CH2:12][C@H:11]([O:13][C:14]2[C:23]3[C:18](=[CH:19][C:20]([O:24][CH3:25])=[CH:21][CH:22]=3)[N:17]=[C:16]([C:26]3[N:27]=[C:28]([NH:31][CH:32]([CH3:33])[CH3:34])[S:29][CH:30]=3)[CH:15]=2)[CH2:10][C@H:9]1[C:35](=[O:67])[NH:36][C@:37]1([C:42]([NH:44][S:45]([C:48]2[CH:53]=[CH:52][CH:51]=[CH:50][C:49]=2[NH:54][C:55](=[O:66])[CH2:56][CH2:57][CH2:58][CH2:59][CH2:60][CH2:61][C:62]([OH:64])=[O:63])(=[O:46])=[O:47])=[O:43])[CH2:39][C@H:38]1[CH:40]=[CH2:41])=[O:7])([CH3:3])([CH3:4])[CH3:2]. The catalyst class is: 87. (3) Reactant: [OH:1][C:2]1[CH:3]=[C:4]([C:8](=O)[CH2:9][CH3:10])[CH:5]=[CH:6][CH:7]=1.Cl.[CH3:13][O:14][NH2:15].Cl.C(=O)([O-])O.[Na+]. Product: [CH3:13][O:14][N:15]=[C:8]([C:4]1[CH:3]=[C:2]([OH:1])[CH:7]=[CH:6][CH:5]=1)[CH2:9][CH3:10]. The catalyst class is: 8. (4) Reactant: NC1CCCCC1N.[Cl:9][C:10]1[C:11]([NH:24][CH:25]2[CH2:27][CH2:26]2)=[N:12][C:13]([NH:16][C:17]2[CH:22]=[CH:21][CH:20]=[C:19](I)[CH:18]=2)=[N:14][CH:15]=1.[CH2:28]([O:30][CH:31]1[NH:35][C:34](=[O:36])[CH2:33][CH2:32]1)[CH3:29].C(=O)([O-])[O-].[Cs+].[Cs+]. Product: [Cl:9][C:10]1[C:11]([NH:24][CH:25]2[CH2:27][CH2:26]2)=[N:12][C:13]([NH:16][C:17]2[CH:18]=[C:19]([N:35]3[CH:31]([O:30][CH2:28][CH3:29])[CH2:32][CH2:33][C:34]3=[O:36])[CH:20]=[CH:21][CH:22]=2)=[N:14][CH:15]=1. The catalyst class is: 185.